From a dataset of Full USPTO retrosynthesis dataset with 1.9M reactions from patents (1976-2016). Predict the reactants needed to synthesize the given product. (1) Given the product [Cl:22][C:23]1[CH:42]=[CH:41][C:26]2[NH:27][C:28]([C:30]3[CH:31]=[CH:32][C:33]([C:34]4[N:37]=[C:1]([C:2]5[CH:3]=[CH:4][CH:5]=[CH:6][CH:7]=5)[O:9][N:35]=4)=[CH:39][CH:40]=3)=[N:29][C:25]=2[CH:24]=1, predict the reactants needed to synthesize it. The reactants are: [C:1]([OH:9])(=O)[C:2]1[CH:7]=[CH:6][CH:5]=[CH:4][CH:3]=1.C(C1NC=CN=1)(C1NC=CN=1)=O.[Cl:22][C:23]1[CH:42]=[CH:41][C:26]2[NH:27][C:28]([C:30]3[CH:40]=[CH:39][C:33](/[C:34](=[N:37]/[H])/[NH:35]O)=[CH:32][CH:31]=3)=[N:29][C:25]=2[CH:24]=1. (2) The reactants are: CCN(S(F)(F)[F:7])CC.[C:10]([O:14][C:15]([N:17]1[CH2:22][CH2:21][C:20](O)([C:23]2[C:28]([Cl:29])=[CH:27][CH:26]=[CH:25][N:24]=2)[CH2:19][CH2:18]1)=[O:16])([CH3:13])([CH3:12])[CH3:11].C(=O)([O-])O.[Na+]. Given the product [C:10]([O:14][C:15]([N:17]1[CH2:22][CH2:21][C:20]([F:7])([C:23]2[C:28]([Cl:29])=[CH:27][CH:26]=[CH:25][N:24]=2)[CH2:19][CH2:18]1)=[O:16])([CH3:13])([CH3:12])[CH3:11], predict the reactants needed to synthesize it. (3) Given the product [CH3:1][O:2][C:3](=[O:21])[CH2:4][C:5]1[CH:10]=[CH:9][CH:8]=[C:7]([S:11][CH2:12][CH2:13][C@@H:14]([O:16][C:29]2[CH:30]=[CH:31][C:32]([C:34]([F:35])([F:36])[F:37])=[CH:33][C:28]=2[C:23]2[N:22]=[CH:27][CH:26]=[CH:25][N:24]=2)[CH3:15])[CH:6]=1, predict the reactants needed to synthesize it. The reactants are: [CH3:1][O:2][C:3](=[O:21])[CH2:4][C:5]1[CH:10]=[CH:9][CH:8]=[C:7]([S:11][CH2:12][CH2:13][C@H:14]([O:16]S(C)(=O)=O)[CH3:15])[CH:6]=1.[N:22]1[CH:27]=[CH:26][CH:25]=[N:24][C:23]=1[C:28]1[CH:33]=[C:32]([C:34]([F:37])([F:36])[F:35])[CH:31]=[CH:30][C:29]=1O. (4) Given the product [O:20]1[C:24]2[CH:25]=[CH:26][C:27]([CH2:29][N:30]3[CH2:35][CH2:34][CH:33]([NH:36][C:12]([C:8]4[O:9][C:10]5[C:5]([C:6](=[O:15])[CH:7]=4)=[CH:4][C:3]([C:16]#[N:17])=[C:2]([Cl:1])[CH:11]=5)=[O:14])[CH2:32][CH2:31]3)=[CH:28][C:23]=2[O:22][CH2:21]1, predict the reactants needed to synthesize it. The reactants are: [Cl:1][C:2]1[CH:11]=[C:10]2[C:5]([C:6](=[O:15])[CH:7]=[C:8]([C:12]([OH:14])=O)[O:9]2)=[CH:4][C:3]=1[C:16]#[N:17].Cl.Cl.[O:20]1[C:24]2[CH:25]=[CH:26][C:27]([CH2:29][N:30]3[CH2:35][CH2:34][CH:33]([NH2:36])[CH2:32][CH2:31]3)=[CH:28][C:23]=2[O:22][CH2:21]1.CCN=C=NCCCN(C)C.C1C=CC2N(O)N=NC=2C=1.CN1CCOCC1.